From a dataset of Forward reaction prediction with 1.9M reactions from USPTO patents (1976-2016). Predict the product of the given reaction. (1) Given the reactants C(OC([N:8]1[CH2:13][CH2:12][CH:11]([CH2:14][N:15]2[C:23]3[N:18]4[C:19](=[N:24][C:25]([CH3:26])=[C:17]4[C:16]2=[O:27])[CH:20]=[CH:21][CH:22]=3)[CH2:10][CH2:9]1)=O)(C)(C)C.Cl, predict the reaction product. The product is: [NH:8]1[CH2:13][CH2:12][CH:11]([CH2:14][N:15]2[C:23]3[N:18]4[C:19](=[N:24][C:25]([CH3:26])=[C:17]4[C:16]2=[O:27])[CH:20]=[CH:21][CH:22]=3)[CH2:10][CH2:9]1. (2) Given the reactants [H-].[Na+].[CH3:3][N:4]1[CH2:9][CH2:8][NH:7][C:6](=[O:10])[C:5]1=[O:11].F[C:13]1[CH:20]=[CH:19][C:16]([CH:17]=[O:18])=[CH:15][CH:14]=1, predict the reaction product. The product is: [CH3:3][N:4]1[CH2:9][CH2:8][N:7]([C:13]2[CH:20]=[CH:19][C:16]([CH:17]=[O:18])=[CH:15][CH:14]=2)[C:6](=[O:10])[C:5]1=[O:11]. (3) Given the reactants [CH3:1][C:2]1[CH:3]=[N+:4]([O-:9])[CH:5]=[C:6]([CH3:8])[CH:7]=1.C([Mg]Cl)(C)C.[I:15]I.CCOC(C)=O, predict the reaction product. The product is: [I:15][C:3]1[C:2]([CH3:1])=[CH:7][C:6]([CH3:8])=[CH:5][N+:4]=1[O-:9]. (4) Given the reactants [N+:1](/[CH:4]=[CH:5]/[NH:6][C:7]1[CH:12]=[CH:11][C:10]([C:13]2[CH:18]=[CH:17][CH:16]=[CH:15][CH:14]=2)=[CH:9][C:8]=1[C:19]([OH:21])=O)([O-:3])=[O:2].C([O-])(=O)C.[K+].C(OC(=O)C)(=O)C, predict the reaction product. The product is: [N+:1]([C:4]1[CH:5]=[N:6][C:7]2[C:8]([C:19]=1[OH:21])=[CH:9][C:10]([C:13]1[CH:18]=[CH:17][CH:16]=[CH:15][CH:14]=1)=[CH:11][CH:12]=2)([O-:3])=[O:2]. (5) Given the reactants [CH3:1][Si:2]([CH3:45])([CH3:44])[CH2:3][CH2:4][O:5][CH2:6][O:7][C:8]1[CH:13]=[C:12]([O:14][CH2:15][O:16][CH2:17][CH2:18][Si:19]([CH3:22])([CH3:21])[CH3:20])[CH:11]=[CH:10][C:9]=1[C:23]1[C:24](=[O:43])[O:25][C:26]2[C:31]([C:32]=1[CH3:33])=[CH:30][CH:29]=[C:28]([O:34][CH2:35][O:36][CH2:37][CH2:38][Si:39]([CH3:42])([CH3:41])[CH3:40])[CH:27]=2.[Li+].C[Si]([N-][Si](C)(C)C)(C)C.[Cl:56][CH2:57][C:58](Cl)=[O:59], predict the reaction product. The product is: [CH3:45][Si:2]([CH3:44])([CH3:1])[CH2:3][CH2:4][O:5][CH2:6][O:7][C:8]1[CH:13]=[C:12]([O:14][CH2:15][O:16][CH2:17][CH2:18][Si:19]([CH3:20])([CH3:21])[CH3:22])[CH:11]=[CH:10][C:9]=1[C:23]1[C:24](=[O:43])[O:25][C:26]2[C:31]([C:32]=1[CH2:33][C:58](=[O:59])[CH2:57][Cl:56])=[CH:30][CH:29]=[C:28]([O:34][CH2:35][O:36][CH2:37][CH2:38][Si:39]([CH3:42])([CH3:41])[CH3:40])[CH:27]=2. (6) Given the reactants [C:1]1([N:7]2[C:15]3[CH:14]=[CH:13][N:12]=[CH:11][C:10]=3[N:9]=[C:8]2[CH:16]([NH2:18])[CH3:17])[CH:6]=[CH:5][CH:4]=[CH:3][CH:2]=1.Cl[C:20]1[N:28]=[CH:27][N:26]=[C:25]2[C:21]=1[N:22]=[CH:23][N:24]2C1CCCCO1.CCN(C(C)C)C(C)C, predict the reaction product. The product is: [C:1]1([N:7]2[C:15]3[CH:14]=[CH:13][N:12]=[CH:11][C:10]=3[N:9]=[C:8]2[CH:16]([NH:18][C:20]2[N:28]=[CH:27][N:26]=[C:25]3[C:21]=2[N:22]=[CH:23][NH:24]3)[CH3:17])[CH:2]=[CH:3][CH:4]=[CH:5][CH:6]=1. (7) Given the reactants [CH:1]([N:4]1[CH2:9][CH2:8][N:7]([C:10]([C:12]2[CH:13]=[N:14][C:15]([CH2:18][N:19]3[CH2:24][CH2:23][CH2:22][CH2:21][CH2:20]3)=[CH:16][CH:17]=2)=[O:11])[CH2:6][CH2:5]1)([CH3:3])[CH3:2].COC(=O)C1C=CC(CN2CCCCC2)=NC=1.[Mg+2].[Br-].[Br-].O(CC)CC.C(N1CCNCC1)(C)C, predict the reaction product. The product is: [NH3:4].[CH:1]([N:4]1[CH2:5][CH2:6][N:7]([C:10]([C:12]2[CH:13]=[N:14][C:15]([CH2:18][N:19]3[CH2:20][CH2:21][CH2:22][CH2:23][CH2:24]3)=[CH:16][CH:17]=2)=[O:11])[CH2:8][CH2:9]1)([CH3:3])[CH3:2]. (8) Given the reactants [NH2:1][C:2]1[C:7](Br)=[CH:6][C:5]([F:9])=[CH:4][N:3]=1.[Cl:10][C:11]1[C:12]([Sn](C)(C)C)=[CH:13][C:14]([C:17]2[CH:18]=[N:19][CH:20]=[CH:21][CH:22]=2)=[N:15][CH:16]=1.C(=O)([O-])O.[Na+], predict the reaction product. The product is: [Cl:10][C:11]1[C:12]([C:7]2[C:2]([NH2:1])=[N:3][CH:4]=[C:5]([F:9])[CH:6]=2)=[CH:13][C:14]([C:17]2[CH:18]=[N:19][CH:20]=[CH:21][CH:22]=2)=[N:15][CH:16]=1.